Dataset: Full USPTO retrosynthesis dataset with 1.9M reactions from patents (1976-2016). Task: Predict the reactants needed to synthesize the given product. Given the product [C:5]1([CH3:8])[CH:6]=[CH:7][C:2]([C:10]2[C:15]3[N:16]=[CH:17][S:18][C:14]=3[CH:13]=[CH:12][CH:11]=2)=[CH:3][CH:4]=1, predict the reactants needed to synthesize it. The reactants are: Br[C:2]1[CH:7]=[CH:6][C:5]([CH3:8])=[CH:4][CH:3]=1.Cl[C:10]1[C:15]2[N:16]=[CH:17][S:18][C:14]=2[CH:13]=[CH:12][CH:11]=1.